From a dataset of Full USPTO retrosynthesis dataset with 1.9M reactions from patents (1976-2016). Predict the reactants needed to synthesize the given product. Given the product [F:19][C:16]1[CH:17]=[CH:18][C:13]([O:12][CH2:11][C:9]2[N:10]=[C:5]3[N:4]=[CH:3][C:2]([C:25]4[CH:24]=[CH:23][C:22]([O:21][CH3:20])=[CH:27][N:26]=4)=[CH:7][N:6]3[CH:8]=2)=[CH:14][CH:15]=1, predict the reactants needed to synthesize it. The reactants are: Br[C:2]1[CH:3]=[N:4][C:5]2[N:6]([CH:8]=[C:9]([CH2:11][O:12][C:13]3[CH:18]=[CH:17][C:16]([F:19])=[CH:15][CH:14]=3)[N:10]=2)[CH:7]=1.[CH3:20][O:21][C:22]1[CH:23]=[CH:24][C:25](B(O)O)=[N:26][CH:27]=1.